Dataset: Forward reaction prediction with 1.9M reactions from USPTO patents (1976-2016). Task: Predict the product of the given reaction. (1) Given the reactants [Cl:1][C:2]1[CH:10]=[C:9]([O:11][CH2:12][C@@H:13]2[CH2:18][N:17]([CH3:19])[C:16]3[CH:20]=[CH:21][CH:22]=[CH:23][C:15]=3[O:14]2)[CH:8]=[CH:7][C:3]=1[C:4](Cl)=[O:5].[NH2:24][C:25]1[CH:26]=[C:27]([C:32]([CH3:38])([CH3:37])[C:33]([O:35][CH3:36])=[O:34])[CH:28]=[CH:29][C:30]=1[Cl:31].N1C=CC=CC=1.O, predict the reaction product. The product is: [Cl:31][C:30]1[CH:29]=[CH:28][C:27]([C:32]([CH3:37])([CH3:38])[C:33]([O:35][CH3:36])=[O:34])=[CH:26][C:25]=1[NH:24][C:4](=[O:5])[C:3]1[CH:7]=[CH:8][C:9]([O:11][CH2:12][C@@H:13]2[CH2:18][N:17]([CH3:19])[C:16]3[CH:20]=[CH:21][CH:22]=[CH:23][C:15]=3[O:14]2)=[CH:10][C:2]=1[Cl:1]. (2) The product is: [CH3:25][C:6]1([C:17]([NH:19][C:20]2[S:21][CH:22]=[CH:23][N:24]=2)=[O:18])[CH2:5][C:4]2[C:8](=[CH:9][CH:10]=[C:2]([O:1][C:26]3[CH:31]=[CH:30][CH:29]=[CH:28][CH:27]=3)[CH:3]=2)[CH:7]1[C:11]1[CH:12]=[CH:13][CH:14]=[CH:15][CH:16]=1. Given the reactants [OH:1][C:2]1[CH:3]=[C:4]2[C:8](=[CH:9][CH:10]=1)[CH:7]([C:11]1[CH:16]=[CH:15][CH:14]=[CH:13][CH:12]=1)[C:6]([CH3:25])([C:17]([NH:19][C:20]1[S:21][CH:22]=[CH:23][N:24]=1)=[O:18])[CH2:5]2.[C:26]1(B(O)O)[CH:31]=[CH:30][CH:29]=[CH:28][CH:27]=1.C(N(CC)CC)C, predict the reaction product. (3) Given the reactants [CH:1]1[CH:6]=[C:5]([CH2:7][C:8]([O-:10])=[O:9])[C:4]([NH:11][C:12]2[C:17]([Cl:18])=[CH:16][CH:15]=[CH:14][C:13]=2[Cl:19])=[CH:3][CH:2]=1.[Na+], predict the reaction product. The product is: [CH:1]1[CH:2]=[CH:3][C:4]([NH:11][C:12]2[C:17]([Cl:18])=[CH:16][CH:15]=[CH:14][C:13]=2[Cl:19])=[C:5]([CH2:7][C:8]([OH:10])=[O:9])[CH:6]=1. (4) Given the reactants [CH3:1][O:2][C:3]1[CH:8]=[CH:7][C:6]([CH:9]2[CH2:14][CH2:13][N:12]([C:15]3[C:16]([C:29]4[CH:34]=[CH:33][CH:32]=[CH:31][CH:30]=4)=[N:17][C:18]4[C:23]([N:24]=3)=[CH:22][C:21]([C:25]([O:27]C)=[O:26])=[CH:20][CH:19]=4)[CH2:11][CH2:10]2)=[CH:5][CH:4]=1.[OH-].[Na+].Cl, predict the reaction product. The product is: [CH3:1][O:2][C:3]1[CH:4]=[CH:5][C:6]([CH:9]2[CH2:14][CH2:13][N:12]([C:15]3[C:16]([C:29]4[CH:34]=[CH:33][CH:32]=[CH:31][CH:30]=4)=[N:17][C:18]4[C:23]([N:24]=3)=[CH:22][C:21]([C:25]([OH:27])=[O:26])=[CH:20][CH:19]=4)[CH2:11][CH2:10]2)=[CH:7][CH:8]=1.